This data is from Forward reaction prediction with 1.9M reactions from USPTO patents (1976-2016). The task is: Predict the product of the given reaction. (1) Given the reactants Cl[C:2]1[N:7]=[C:6]([NH:8][C@@H:9]2[C:17]3[C:12](=[CH:13][CH:14]=[CH:15][CH:16]=3)[CH2:11][CH2:10]2)[N:5]=[C:4]([NH:18][C@H:19]2[C@@H:23]3[O:24][C:25]([CH3:28])([CH3:27])[O:26][C@@H:22]3[C@@H:21]([CH2:29][OH:30])[CH2:20]2)[N:3]=1, predict the reaction product. The product is: [C@@H:9]1([NH:8][C:6]2[N:7]=[CH:2][N:3]=[C:4]([NH:18][C@H:19]3[C@@H:23]4[O:24][C:25]([CH3:27])([CH3:28])[O:26][C@@H:22]4[C@@H:21]([CH2:29][OH:30])[CH2:20]3)[N:5]=2)[C:17]2[C:12](=[CH:13][CH:14]=[CH:15][CH:16]=2)[CH2:11][CH2:10]1. (2) Given the reactants [N:1]1([C@H:7]2[CH2:12][CH2:11][C@H:10]([OH:13])[CH2:9][CH2:8]2)[CH2:6][CH2:5][O:4][CH2:3][CH2:2]1.[H-].[Na+].[Si:16]([O:23][CH2:24][CH:25]1[CH2:36][CH2:35][C:34]2[S:33][C:32]3[C:27](=[C:28](Cl)[N:29]=[CH:30][N:31]=3)[C:26]1=2)([C:19]([CH3:22])([CH3:21])[CH3:20])([CH3:18])[CH3:17], predict the reaction product. The product is: [Si:16]([O:23][CH2:24][CH:25]1[CH2:36][CH2:35][C:34]2[S:33][C:32]3[C:27](=[C:28]([O:13][CH:10]4[CH2:9][CH2:8][CH:7]([N:1]5[CH2:2][CH2:3][O:4][CH2:5][CH2:6]5)[CH2:12][CH2:11]4)[N:29]=[CH:30][N:31]=3)[C:26]1=2)([C:19]([CH3:22])([CH3:20])[CH3:21])([CH3:18])[CH3:17]. (3) Given the reactants [OH:1][C@@H:2]1[CH2:7][CH2:6][N:5](C(OCC2C=CC=CC=2)=O)[C@H:4]([C:18]([O:20][CH3:21])=[O:19])[CH2:3]1, predict the reaction product. The product is: [CH3:21][O:20][C:18]([CH:4]1[CH2:3][CH:2]([OH:1])[CH2:7][CH2:6][NH:5]1)=[O:19]. (4) Given the reactants Cl.[NH2:2][OH:3].C([O-])([O-])=O.[Na+].[Na+].[CH3:10][S:11][C:12]1[CH:19]=[CH:18][C:15]([C:16]#[N:17])=[CH:14][CH:13]=1, predict the reaction product. The product is: [OH:3][NH:2][C:16](=[NH:17])[C:15]1[CH:18]=[CH:19][C:12]([S:11][CH3:10])=[CH:13][CH:14]=1. (5) Given the reactants O[C:2]1[CH:3]=[C:4]([C:11]2[C:17]3[CH:18]=[C:19]([O:26][CH3:27])[C:20]([O:24][CH3:25])=[C:21]([O:22][CH3:23])[C:16]=3[CH2:15][CH2:14][C:13](=[O:28])[CH:12]=2)[CH:5]=[C:6](O)[C:7]=1[O:8][CH3:9], predict the reaction product. The product is: [CH3:27][O:26][C:19]1[C:20]([O:24][CH3:25])=[C:21]([O:22][CH3:23])[C:16]2[CH2:15][CH2:14][CH:13]([OH:28])[CH:12]=[C:11]([C:4]3[CH:5]=[CH:6][C:7]([O:8][CH3:9])=[CH:2][CH:3]=3)[C:17]=2[CH:18]=1. (6) The product is: [NH:28]([C:29]([O:1][CH2:2][C:3]1[CH:4]=[C:5]([CH2:11][CH:12]([O:18][CH:19]([CH3:20])[CH3:21])[C:13]([OH:15])=[O:14])[CH:6]=[CH:7][C:8]=1[O:9][CH3:10])=[O:30])[C:22]1[CH:27]=[CH:26][CH:25]=[CH:24][CH:23]=1. Given the reactants [OH:1][CH2:2][C:3]1[CH:4]=[C:5]([CH2:11][CH:12]([O:18][CH:19]([CH3:21])[CH3:20])[C:13]([O:15]CC)=[O:14])[CH:6]=[CH:7][C:8]=1[O:9][CH3:10].[C:22]1([N:28]=[C:29]=[O:30])[CH:27]=[CH:26][CH:25]=[CH:24][CH:23]=1, predict the reaction product. (7) Given the reactants [CH3:1][O:2][C:3]1[CH:8]=[CH:7][CH:6]=[CH:5][C:4]=1[CH:9]=[CH:10][C:11](=[O:22])[CH:12]=[CH:13][C:14]1[CH:19]=[CH:18][CH:17]=[CH:16][C:15]=1[O:20][CH3:21].[CH3:23][NH2:24].O, predict the reaction product. The product is: [CH3:21][O:20][C:15]1[CH:16]=[CH:17][CH:18]=[CH:19][C:14]=1[CH:13]1[CH2:12][C:11](=[O:22])[CH2:10][CH:9]([C:4]2[CH:5]=[CH:6][CH:7]=[CH:8][C:3]=2[O:2][CH3:1])[N:24]1[CH3:23]. (8) The product is: [NH2:14][C:11]1[CH:10]=[C:4]([CH:3]=[C:2]([F:1])[C:12]=1[CH3:13])[C:5]([O:7][CH2:8][CH3:9])=[O:6]. Given the reactants [F:1][C:2]1[CH:3]=[C:4]([CH:10]=[C:11]([N+:14]([O-])=O)[C:12]=1[CH3:13])[C:5]([O:7][CH2:8][CH3:9])=[O:6], predict the reaction product. (9) Given the reactants [Br:1][C:2]1[CH:3]=[CH:4][C:5]([N:8]2[CH2:12][CH2:11][C@H:10](OS(C)(=O)=O)[CH2:9]2)=[N:6][CH:7]=1.[CH:18]1([NH2:21])[CH2:20][CH2:19]1, predict the reaction product. The product is: [Br:1][C:2]1[CH:3]=[CH:4][C:5]([N:8]2[CH2:12][CH2:11][C@@H:10]([NH:21][CH:18]3[CH2:20][CH2:19]3)[CH2:9]2)=[N:6][CH:7]=1. (10) Given the reactants Cl.[CH2:2]([N:10]([CH3:26])[C:11](=[NH:25])[NH:12][C:13](=[NH:24])[NH:14][CH2:15][C:16]1[CH:21]=[CH:20][C:19]([Cl:22])=[C:18]([Cl:23])[CH:17]=1)[CH2:3][CH2:4][CH2:5][CH2:6][CH2:7][CH2:8][CH3:9].[CH2:27]([OH:29])[CH3:28].S(=O)(=O)(O)[OH:31].[CH3:35][C:36]([CH3:38])=O, predict the reaction product. The product is: [C:27]([OH:31])(=[O:29])[CH3:28].[CH2:2]([N:10]([CH3:26])[C:11]1[N:12]=[C:13]([NH:14][CH2:15][C:16]2[CH:21]=[CH:20][C:19]([Cl:22])=[C:18]([Cl:23])[CH:17]=2)[NH:24][C:36]([CH3:38])([CH3:35])[N:25]=1)[CH2:3][CH2:4][CH2:5][CH2:6][CH2:7][CH2:8][CH3:9].